This data is from Full USPTO retrosynthesis dataset with 1.9M reactions from patents (1976-2016). The task is: Predict the reactants needed to synthesize the given product. (1) Given the product [C:8]([O:1][C:2]([CH3:7])([CH3:6])[C:3](=[O:5])[CH3:4])(=[O:10])[CH3:9], predict the reactants needed to synthesize it. The reactants are: [OH:1][C:2]([CH3:7])([CH3:6])[C:3](=[O:5])[CH3:4].[C:8](OC(=O)C)(=[O:10])[CH3:9].CCN(CC)CC.Cl. (2) Given the product [CH2:1]([C:8]1[CH:9]=[C:10]([N:11]2[CH2:22][CH2:21][N:17]([CH3:16])[CH2:18][CH2:19]2)[CH:12]=[C:13]([Br:15])[CH:14]=1)[C:2]1[CH:3]=[CH:4][CH:5]=[CH:6][CH:7]=1, predict the reactants needed to synthesize it. The reactants are: [CH2:1]([C:8]1[CH:9]=[C:10]([CH:12]=[C:13]([Br:15])[CH:14]=1)[NH2:11])[C:2]1[CH:7]=[CH:6][CH:5]=[CH:4][CH:3]=1.[CH3:16][N:17]([CH2:21][CH2:22]Cl)[CH2:18][CH2:19]Cl.Cl. (3) Given the product [Cl:37][C:38]1[CH:39]=[CH:40][C:41]([CH2:44][C@@H:45]([NH:66][CH:2]2[CH2:7][CH2:6][N:5]([C:8]([C@@H:10]3[CH2:15][CH2:14][CH2:13][CH2:12][N:11]3[C:16]([O:18][C:19]([CH3:22])([CH3:21])[CH3:20])=[O:17])=[O:9])[CH2:4][CH2:3]2)[C:46]([N:48]2[CH2:49][CH2:50][C:51]([CH:60]3[CH2:61][CH2:62][CH2:63][CH2:64][CH2:65]3)([CH2:54][N:55]3[CH:59]=[N:58][CH:57]=[N:56]3)[CH2:52][CH2:53]2)=[O:47])=[CH:42][CH:43]=1, predict the reactants needed to synthesize it. The reactants are: O=[C:2]1[CH2:7][CH2:6][N:5]([C:8]([C@@H:10]2[CH2:15][CH2:14][CH2:13][CH2:12][N:11]2[C:16]([O:18][C:19]([CH3:22])([CH3:21])[CH3:20])=[O:17])=[O:9])[CH2:4][CH2:3]1.C(O[BH-](OC(=O)C)OC(=O)C)(=O)C.[Na+].[Cl:37][C:38]1[CH:43]=[CH:42][C:41]([CH2:44][C@@H:45]([NH2:66])[C:46]([N:48]2[CH2:53][CH2:52][C:51]([CH:60]3[CH2:65][CH2:64][CH2:63][CH2:62][CH2:61]3)([CH2:54][N:55]3[CH:59]=[N:58][CH:57]=[N:56]3)[CH2:50][CH2:49]2)=[O:47])=[CH:40][CH:39]=1. (4) Given the product [F:22][C:23]1[CH:28]=[CH:27][C:26]([CH2:29][CH2:30][C:31]2[S:8][C:7]3[N:6]=[CH:5][N:4]=[C:3]([N:9]4[CH2:10][CH2:11][NH:12][CH2:13][CH2:14]4)[C:2]=3[N:1]=2)=[CH:25][CH:24]=1, predict the reactants needed to synthesize it. The reactants are: [NH2:1][C:2]1[C:3]([N:9]2[CH2:14][CH2:13][N:12](C(OC(C)(C)C)=O)[CH2:11][CH2:10]2)=[N:4][CH:5]=[N:6][C:7]=1[SH:8].[F:22][C:23]1[CH:28]=[CH:27][C:26]([CH2:29][CH2:30][C:31](O)=O)=[CH:25][CH:24]=1. (5) Given the product [Cl:1][C:2]1[CH:22]=[C:21]([Cl:23])[CH:20]=[CH:19][C:3]=1[CH2:4][O:5][C:6]1[CH:18]=[CH:17][C:9]2[C:10]([CH2:13][C:14]([NH:16][S:40]([CH3:39])(=[O:42])=[O:41])=[O:15])=[CH:11][S:12][C:8]=2[CH:7]=1, predict the reactants needed to synthesize it. The reactants are: [Cl:1][C:2]1[CH:22]=[C:21]([Cl:23])[CH:20]=[CH:19][C:3]=1[CH2:4][O:5][C:6]1[CH:18]=[CH:17][C:9]2[C:10]([CH2:13][C:14]([NH2:16])=[O:15])=[CH:11][S:12][C:8]=2[CH:7]=1.C1COCC1.C[Si]([N-][Si](C)(C)C)(C)C.[Na+].[CH3:39][S:40](Cl)(=[O:42])=[O:41]. (6) Given the product [F:1][C:2]1[CH:3]=[CH:4][C:5]([C:8]2[NH:26][C:25]3[N:24]([N:23]=[CH:22][C:21]=3[C:16]3[CH:17]=[CH:18][CH:19]=[CH:20][N:15]=3)[C:10](=[O:12])[CH:9]=2)=[CH:6][CH:7]=1, predict the reactants needed to synthesize it. The reactants are: [F:1][C:2]1[CH:7]=[CH:6][C:5]([C:8](=O)[CH2:9][C:10]([O:12]C)=O)=[CH:4][CH:3]=1.[N:15]1[CH:20]=[CH:19][CH:18]=[CH:17][C:16]=1[C:21]1[CH:22]=[N:23][NH:24][C:25]=1[NH2:26]. (7) Given the product [C:26]([O:29][CH2:30][C:31]1[C:32]([N:46]2[CH2:57][CH2:56][N:55]3[C:48](=[CH:49][C:50]4[CH2:51][C:52]([CH3:59])([CH3:58])[CH2:53][C:54]=43)[C:47]2=[O:60])=[N:33][CH:34]=[CH:35][C:36]=1[C:2]1[CH:3]=[C:4]([NH:10][C:11]2[CH:16]=[CH:15][C:14]([C:17]([N:19]3[CH2:24][CH2:23][O:22][CH2:21][C@H:20]3[CH3:25])=[O:18])=[CH:13][N:12]=2)[C:5](=[O:9])[N:6]([CH3:8])[N:7]=1)(=[O:28])[CH3:27], predict the reactants needed to synthesize it. The reactants are: Cl[C:2]1[CH:3]=[C:4]([NH:10][C:11]2[CH:16]=[CH:15][C:14]([C:17]([N:19]3[CH2:24][CH2:23][O:22][CH2:21][C@H:20]3[CH3:25])=[O:18])=[CH:13][N:12]=2)[C:5](=[O:9])[N:6]([CH3:8])[N:7]=1.[C:26]([O:29][CH2:30][C:31]1[C:32]([N:46]2[CH2:57][CH2:56][N:55]3[C:48](=[CH:49][C:50]4[CH2:51][C:52]([CH3:59])([CH3:58])[CH2:53][C:54]=43)[C:47]2=[O:60])=[N:33][CH:34]=[CH:35][C:36]=1B1OC(C)(C)C(C)(C)O1)(=[O:28])[CH3:27].[O-]P([O-])([O-])=O.[K+].[K+].[K+].C([O-])(=O)C.[Na+].